This data is from Full USPTO retrosynthesis dataset with 1.9M reactions from patents (1976-2016). The task is: Predict the reactants needed to synthesize the given product. (1) The reactants are: [CH3:1][O:2][C:3](=[O:18])[C:4](=O)[CH:5](Cl)[C:6]1[CH:11]=[CH:10][CH:9]=[C:8]([C:12]([F:15])([F:14])[F:13])[CH:7]=1.[NH2:19][C:20]([NH2:22])=[S:21]. Given the product [CH3:1][O:2][C:3]([C:4]1[N:19]=[C:20]([NH2:22])[S:21][C:5]=1[C:6]1[CH:11]=[CH:10][CH:9]=[C:8]([C:12]([F:15])([F:14])[F:13])[CH:7]=1)=[O:18], predict the reactants needed to synthesize it. (2) Given the product [Cl:20][C:21]1[CH:26]=[CH:25][N:24]=[C:23]([CH2:27][NH:28][C:29]2[O:30][C:31]3[C:37]([O:38][CH3:39])=[CH:36][C:35]([C:40]([N:42]4[CH2:47][C:46]([CH3:48])([CH3:49])[NH:45][C:44](=[O:50])[CH:43]4[CH2:51][C:52]#[N:54])=[O:41])=[CH:34][C:32]=3[N:33]=2)[CH:22]=1, predict the reactants needed to synthesize it. The reactants are: N1C=CC=CC=1.FC(F)(F)C(OC(=O)C(F)(F)F)=O.[Cl:20][C:21]1[CH:26]=[CH:25][N:24]=[C:23]([CH2:27][NH:28][C:29]2[O:30][C:31]3[C:37]([O:38][CH3:39])=[CH:36][C:35]([C:40]([N:42]4[CH2:47][C:46]([CH3:49])([CH3:48])[NH:45][C:44](=[O:50])[CH:43]4[CH2:51][C:52]([NH2:54])=O)=[O:41])=[CH:34][C:32]=3[N:33]=2)[CH:22]=1.O.